Dataset: Reaction yield outcomes from USPTO patents with 853,638 reactions. Task: Predict the reaction yield, written as a fraction of the theoretical maximum amount of product (1.0 means a 100% yield; for example, 0.34 means a 34% yield). The reactants are [Cl:1][C:2]1[C:3]([NH:15][CH:16]2[CH2:30][CH:19]3[CH2:20][N:21](C(OC(C)(C)C)=O)[CH2:22][CH:18]3[CH2:17]2)=[N:4][C:5]([NH:8][C:9]2[N:10]=[CH:11][N:12]([CH3:14])[CH:13]=2)=[N:6][CH:7]=1.Cl.CCOC(C)=O. The catalyst is C(Cl)Cl. The product is [Cl:1][C:2]1[C:3]([NH:15][CH:16]2[CH2:30][CH:19]3[CH2:20][NH:21][CH2:22][CH:18]3[CH2:17]2)=[N:4][C:5]([NH:8][C:9]2[N:10]=[CH:11][N:12]([CH3:14])[CH:13]=2)=[N:6][CH:7]=1. The yield is 0.950.